From a dataset of Peptide-MHC class II binding affinity with 134,281 pairs from IEDB. Regression. Given a peptide amino acid sequence and an MHC pseudo amino acid sequence, predict their binding affinity value. This is MHC class II binding data. (1) The peptide sequence is WPKSHTLWSNGVLES. The MHC is DRB1_0404 with pseudo-sequence DRB1_0404. The binding affinity (normalized) is 0.235. (2) The peptide sequence is TDKFLANVSTVLTGK. The MHC is DRB1_1302 with pseudo-sequence DRB1_1302. The binding affinity (normalized) is 0.872.